This data is from Full USPTO retrosynthesis dataset with 1.9M reactions from patents (1976-2016). The task is: Predict the reactants needed to synthesize the given product. (1) Given the product [Cl:20][C:3]1[C:4]2[C:9](=[O:10])[NH:8][N:7]=[CH:6][C:5]=2[N:11]([CH2:12][O:13][CH2:14][CH2:15][Si:16]([CH3:19])([CH3:18])[CH3:17])[C:2]=1[C:47]1[CH:48]=[CH:49][C:50]([O:51][CH:52]([F:54])[F:53])=[C:45]([O:44][CH2:43][CH:40]2[CH2:42][CH2:41]2)[CH:46]=1, predict the reactants needed to synthesize it. The reactants are: Br[C:2]1[N:11]([CH2:12][O:13][CH2:14][CH2:15][Si:16]([CH3:19])([CH3:18])[CH3:17])[C:5]2[CH:6]=[N:7][NH:8][C:9](=[O:10])[C:4]=2[C:3]=1[Cl:20].BrC1N(COCC[Si](C)(C)C)C2C=NNC(=O)C=2C=1.[CH:40]1([CH2:43][O:44][C:45]2[CH:46]=[C:47](B(O)O)[CH:48]=[CH:49][C:50]=2[O:51][CH:52]([F:54])[F:53])[CH2:42][CH2:41]1.C1(OC2C=C(B3OC(C)(C)C(C)(C)O3)C=CC=2OC(F)F)CC1. (2) Given the product [Br:4][C:5]1[CH:14]=[C:13]2[C:8]([CH:9]=[CH:10][C:11]([CH:15]=[O:2])=[N:12]2)=[CH:7][CH:6]=1, predict the reactants needed to synthesize it. The reactants are: [Se](=O)=[O:2].[Br:4][C:5]1[CH:14]=[C:13]2[C:8]([CH:9]=[CH:10][C:11]([CH3:15])=[N:12]2)=[CH:7][CH:6]=1. (3) Given the product [S:19]1[CH:23]=[CH:22][CH:21]=[C:20]1[CH2:24][CH2:25][O:26][S:7]([C:4]1[CH:5]=[CH:6][C:1]([CH3:11])=[CH:2][CH:3]=1)(=[O:9])=[O:8], predict the reactants needed to synthesize it. The reactants are: [C:1]1([CH3:11])[CH:6]=[CH:5][C:4]([S:7](Cl)(=[O:9])=[O:8])=[CH:3][CH:2]=1.C1(C)C=CC=CC=1.[S:19]1[CH:23]=[CH:22][CH:21]=[C:20]1[CH2:24][CH2:25][OH:26]. (4) Given the product [F:11][C:12]1[CH:18]=[CH:17][C:15]([NH:16][C:2]2[CH:7]=[CH:6][C:5]([N+:8]([O-:10])=[O:9])=[CH:4][N:3]=2)=[CH:14][CH:13]=1, predict the reactants needed to synthesize it. The reactants are: Br[C:2]1[CH:7]=[CH:6][C:5]([N+:8]([O-:10])=[O:9])=[CH:4][N:3]=1.[F:11][C:12]1[CH:18]=[CH:17][C:15]([NH2:16])=[CH:14][CH:13]=1.C1(P(C2C=CC=CC=2)CCCP(C2C=CC=CC=2)C2C=CC=CC=2)C=CC=CC=1.CC(C)([O-])C.[Na+]. (5) Given the product [S:34]1[C:38]2[CH:39]=[CH:40][CH:41]=[CH:42][C:37]=2[C:36]([C:2]2[CH:3]=[CH:4][C:5]([CH:25]([CH3:26])[CH3:27])=[C:6]([CH:24]=2)[CH2:7][N:8]([CH:21]2[CH2:23][CH2:22]2)[C:9]([C:11]2[C:12]([CH:18]([F:19])[F:20])=[N:13][N:14]([CH3:17])[C:15]=2[F:16])=[O:10])=[CH:35]1, predict the reactants needed to synthesize it. The reactants are: Cl[C:2]1[CH:3]=[CH:4][C:5]([CH:25]([CH3:27])[CH3:26])=[C:6]([CH:24]=1)[CH2:7][N:8]([CH:21]1[CH2:23][CH2:22]1)[C:9]([C:11]1[C:12]([CH:18]([F:20])[F:19])=[N:13][N:14]([CH3:17])[C:15]=1[F:16])=[O:10].C(=O)([O-])[O-].[K+].[K+].[S:34]1[C:38]2[CH:39]=[CH:40][CH:41]=[CH:42][C:37]=2[C:36](B(O)O)=[CH:35]1. (6) Given the product [Br:1][C:2]1[N:7]=[CH:6][C:5]([CH2:8][CH2:9][C:10]([N:35]2[CH2:40][CH2:39][CH2:38][CH2:37][CH2:36]2)=[O:12])=[CH:4][CH:3]=1, predict the reactants needed to synthesize it. The reactants are: [Br:1][C:2]1[N:7]=[CH:6][C:5]([CH2:8][CH2:9][C:10]([OH:12])=O)=[CH:4][CH:3]=1.[B-](F)(F)(F)F.CCOC(C(C#N)=NOC(N(C)C)=[N+](C)C)=O.[NH:35]1[CH2:40][CH2:39][CH2:38][CH2:37][CH2:36]1.